From a dataset of Catalyst prediction with 721,799 reactions and 888 catalyst types from USPTO. Predict which catalyst facilitates the given reaction. (1) Reactant: [CH3:1][S:2][C:3]1[C:4]([C:8]2[CH:9]=[N:10][CH:11]=[CH:12][CH:13]=2)=[N:5][NH:6][CH:7]=1.[CH2:14](SSCCCC)[CH2:15][CH2:16]C.IC1C(C2C=NC=CC=2)=NNC=1. Product: [CH2:1]([S:2][C:3]1[C:4]([C:8]2[CH:9]=[N:10][CH:11]=[CH:12][CH:13]=2)=[N:5][NH:6][CH:7]=1)[CH2:14][CH2:15][CH3:16]. The catalyst class is: 698. (2) Product: [I:18][C:9]1[C:8]([CH3:12])=[CH:7][CH:6]=[C:5]2[C:10]=1[N:2]([CH3:1])[N:3]=[CH:4]2. Reactant: [CH3:1][N:2]1[C:10]2[C:5](=[CH:6][CH:7]=[C:8]([CH3:12])[C:9]=2N)[CH:4]=[N:3]1.C1COCC1.[I:18]CI.N(OCCC(C)C)=O. The catalyst class is: 205. (3) Reactant: C(OC([N:8]1[CH2:12][CH2:11][CH:10]([C:13]2[CH:14]=[C:15]3[C:20](=[CH:21][CH:22]=2)[N:19]=[CH:18][CH:17]=[C:16]3[NH:23][C:24]([NH:26][C:27]2[CH:32]=[N:31][CH:30]=[CH:29][N:28]=2)=[O:25])[CH2:9]1)=O)(C)(C)C.Cl. Product: [N:28]1[CH:29]=[CH:30][N:31]=[CH:32][C:27]=1[NH:26][C:24]([NH:23][C:16]1[C:15]2[C:20](=[CH:21][CH:22]=[C:13]([CH:10]3[CH2:11][CH2:12][NH:8][CH2:9]3)[CH:14]=2)[N:19]=[CH:18][CH:17]=1)=[O:25]. The catalyst class is: 812. (4) Reactant: [ClH:1].[C:2]([C:5]1[CH:10]=[CH:9][C:8]([OH:11])=[CH:7][CH:6]=1)(=[NH:4])[NH2:3].[N+:12]([O-])([OH:14])=[O:13].C(=O)([O-])O.[Na+]. Product: [ClH:1].[C:2]([C:5]1[CH:10]=[CH:9][C:8]([OH:11])=[C:7]([N+:12]([O-:14])=[O:13])[CH:6]=1)(=[NH:3])[NH2:4]. The catalyst class is: 65. (5) Reactant: [NH2:1][C:2]1[C:7]([C:8]#[N:9])=[C:6](Cl)[N:5]=[CH:4][N:3]=1.Cl.Cl.[NH2:13][C:14]1([CH2:19][NH:20][C:21](=[O:30])[C:22]2[CH:27]=[CH:26][C:25]([F:28])=[CH:24][C:23]=2[F:29])[CH2:18][CH2:17][NH:16][CH2:15]1.C(=O)([O-])[O-].[K+].[K+]. Product: [NH2:13][C:14]1([CH2:19][NH:20][C:21](=[O:30])[C:22]2[CH:27]=[CH:26][C:25]([F:28])=[CH:24][C:23]=2[F:29])[CH2:18][CH2:17][N:16]([C:6]2[C:7]([C:8]#[N:9])=[C:2]([NH2:1])[N:3]=[CH:4][N:5]=2)[CH2:15]1. The catalyst class is: 16. (6) Reactant: [N+:1]([C:4]1[CH:5]=[N:6][CH:7]=[CH:8][C:9]=1[N:10]1[CH2:15][C@H:14]([C:16]([F:19])([F:18])[F:17])[CH2:13][C@H:12]([NH:20][C:21](=[O:27])[O:22][C:23]([CH3:26])([CH3:25])[CH3:24])[CH2:11]1)([O-])=O.CC(O)=O. Product: [NH2:1][C:4]1[CH:5]=[N:6][CH:7]=[CH:8][C:9]=1[N:10]1[CH2:15][C@H:14]([C:16]([F:17])([F:19])[F:18])[CH2:13][C@H:12]([NH:20][C:21](=[O:27])[O:22][C:23]([CH3:25])([CH3:24])[CH3:26])[CH2:11]1. The catalyst class is: 150. (7) Reactant: [NH:1]1[CH2:6][CH2:5][NH:4][CH2:3][CH2:2]1.[OH:7][C@@H:8]([CH3:14])[C:9](OCC)=[O:10].C[O-].[Na+].O.O.O.C(O)(=O)C(O)=O. Product: [OH:7][C@@H:8]([CH3:14])[C:9]([N:1]1[CH2:6][CH2:5][NH:4][CH2:3][CH2:2]1)=[O:10]. The catalyst class is: 8. (8) Reactant: [CH3:1][N:2]([CH3:49])[CH2:3][CH2:4][NH:5][CH2:6][C@:7]12[CH2:45][CH2:44][C@@H:43]([C:46]([CH3:48])=[CH2:47])[C@@H:8]1[C@@H:9]1[C@@:22]([CH3:25])([CH2:23][CH2:24]2)[C@@:21]2([CH3:26])[C@@H:12]([C@:13]3([CH3:42])[C@@H:18]([CH2:19][CH2:20]2)[C:17]([CH3:28])([CH3:27])[C:16]([C:29]2[CH:41]=[CH:40][C:32]([C:33]([O:35]C(C)(C)C)=[O:34])=[CH:31][CH:30]=2)=[CH:15][CH2:14]3)[CH2:11][CH2:10]1.C(O)(C(F)(F)F)=O. Product: [CH3:49][N:2]([CH3:1])[CH2:3][CH2:4][NH:5][CH2:6][C@:7]12[CH2:45][CH2:44][C@@H:43]([C:46]([CH3:48])=[CH2:47])[C@@H:8]1[C@@H:9]1[C@@:22]([CH3:25])([CH2:23][CH2:24]2)[C@@:21]2([CH3:26])[C@@H:12]([C@:13]3([CH3:42])[C@@H:18]([CH2:19][CH2:20]2)[C:17]([CH3:28])([CH3:27])[C:16]([C:29]2[CH:30]=[CH:31][C:32]([C:33]([OH:35])=[O:34])=[CH:40][CH:41]=2)=[CH:15][CH2:14]3)[CH2:11][CH2:10]1. The catalyst class is: 2. (9) Reactant: [C:1]1([CH2:7][C:8]([C:10]2[CH:15]=[CH:14][N:13]=[CH:12][CH:11]=2)=O)[CH:6]=[CH:5][CH:4]=[CH:3][CH:2]=1.[CH2:16]([O:18][C:19]1[CH:20]=[C:21]([CH:24]=[C:25]([N+:28]([O-:30])=[O:29])[C:26]=1[OH:27])[CH:22]=O)[CH3:17].[NH2:31][C:32]([NH2:34])=[O:33].Cl. Product: [CH2:16]([O:18][C:19]1[CH:20]=[C:21]([CH:22]2[C:7]([C:1]3[CH:6]=[CH:5][CH:4]=[CH:3][CH:2]=3)=[C:8]([C:10]3[CH:15]=[CH:14][N:13]=[CH:12][CH:11]=3)[NH:34][C:32](=[O:33])[NH:31]2)[CH:24]=[C:25]([N+:28]([O-:30])=[O:29])[C:26]=1[OH:27])[CH3:17]. The catalyst class is: 14. (10) Reactant: [NH2:1][C:2]1[N:7]=[CH:6][N:5]=[C:4]2[N:8]([CH2:30][C:31]([O:33]C)=[O:32])[N:9]=[C:10]([C:11]3[CH:16]=[CH:15][C:14]([NH:17][S:18]([C:21]4[CH:26]=[CH:25][CH:24]=[C:23]([Cl:27])[C:22]=4[Cl:28])(=[O:20])=[O:19])=[C:13]([F:29])[CH:12]=3)[C:3]=12. Product: [NH2:1][C:2]1[N:7]=[CH:6][N:5]=[C:4]2[N:8]([CH2:30][C:31]([OH:33])=[O:32])[N:9]=[C:10]([C:11]3[CH:16]=[CH:15][C:14]([NH:17][S:18]([C:21]4[CH:26]=[CH:25][CH:24]=[C:23]([Cl:27])[C:22]=4[Cl:28])(=[O:19])=[O:20])=[C:13]([F:29])[CH:12]=3)[C:3]=12. The catalyst class is: 24.